This data is from NCI-60 drug combinations with 297,098 pairs across 59 cell lines. The task is: Regression. Given two drug SMILES strings and cell line genomic features, predict the synergy score measuring deviation from expected non-interaction effect. (1) Drug 2: C1C(C(OC1N2C=NC(=NC2=O)N)CO)O. Drug 1: CC(C1=C(C=CC(=C1Cl)F)Cl)OC2=C(N=CC(=C2)C3=CN(N=C3)C4CCNCC4)N. Cell line: SK-MEL-5. Synergy scores: CSS=4.80, Synergy_ZIP=1.57, Synergy_Bliss=2.19, Synergy_Loewe=-10.3, Synergy_HSA=-5.03. (2) Drug 1: C1C(C(OC1N2C=NC3=C(N=C(N=C32)Cl)N)CO)O. Drug 2: C1=NC2=C(N=C(N=C2N1C3C(C(C(O3)CO)O)O)F)N. Cell line: NCI-H460. Synergy scores: CSS=3.13, Synergy_ZIP=-4.38, Synergy_Bliss=1.33, Synergy_Loewe=-16.6, Synergy_HSA=-1.30. (3) Drug 1: CCC1=CC2CC(C3=C(CN(C2)C1)C4=CC=CC=C4N3)(C5=C(C=C6C(=C5)C78CCN9C7C(C=CC9)(C(C(C8N6C)(C(=O)OC)O)OC(=O)C)CC)OC)C(=O)OC.C(C(C(=O)O)O)(C(=O)O)O. Drug 2: C(=O)(N)NO. Cell line: HS 578T. Synergy scores: CSS=44.1, Synergy_ZIP=3.16, Synergy_Bliss=2.13, Synergy_Loewe=-69.7, Synergy_HSA=-0.0854. (4) Drug 1: C1CN1P(=S)(N2CC2)N3CC3. Drug 2: C1=NC2=C(N=C(N=C2N1C3C(C(C(O3)CO)O)F)Cl)N. Cell line: U251. Synergy scores: CSS=14.6, Synergy_ZIP=2.32, Synergy_Bliss=7.93, Synergy_Loewe=0.932, Synergy_HSA=-0.201. (5) Drug 1: CCCCC(=O)OCC(=O)C1(CC(C2=C(C1)C(=C3C(=C2O)C(=O)C4=C(C3=O)C=CC=C4OC)O)OC5CC(C(C(O5)C)O)NC(=O)C(F)(F)F)O. Drug 2: CN1C2=C(C=C(C=C2)N(CCCl)CCCl)N=C1CCCC(=O)O.Cl. Cell line: BT-549. Synergy scores: CSS=1.74, Synergy_ZIP=-0.210, Synergy_Bliss=1.61, Synergy_Loewe=0.569, Synergy_HSA=0.0411. (6) Drug 1: CN(C)C1=NC(=NC(=N1)N(C)C)N(C)C. Drug 2: CCN(CC)CCCC(C)NC1=C2C=C(C=CC2=NC3=C1C=CC(=C3)Cl)OC. Cell line: HCC-2998. Synergy scores: CSS=39.5, Synergy_ZIP=4.14, Synergy_Bliss=3.14, Synergy_Loewe=-23.1, Synergy_HSA=-0.430.